Predict the reactants needed to synthesize the given product. From a dataset of Full USPTO retrosynthesis dataset with 1.9M reactions from patents (1976-2016). (1) Given the product [CH3:24][C:23]([CH3:26])([CH3:25])[C:22]([O:1][NH:2][C:3]([CH:5]([CH2:9][CH:10]([CH3:12])[CH3:11])[C:6]([OH:8])=[O:7])=[O:4])=[O:27], predict the reactants needed to synthesize it. The reactants are: [OH:1][NH:2][C:3]([CH:5]([CH2:9][CH:10]([CH3:12])[CH3:11])[C:6]([OH:8])=[O:7])=[O:4].CCN(C(C)C)C(C)C.[C:22](Cl)(=[O:27])[C:23]([CH3:26])([CH3:25])[CH3:24]. (2) Given the product [C:21]([O:20][C:18]([N:15]1[CH2:16][CH2:17][N:12]([C:6]2[C:5]3[C:10](=[CH:11][C:2]([O:1][CH2:35][CH2:34][Cl:33])=[C:3]([O:25][CH3:26])[CH:4]=3)[N:9]=[CH:8][N:7]=2)[CH2:13][CH2:14]1)=[O:19])([CH3:22])([CH3:23])[CH3:24], predict the reactants needed to synthesize it. The reactants are: [OH:1][C:2]1[CH:11]=[C:10]2[C:5]([C:6]([N:12]3[CH2:17][CH2:16][N:15]([C:18]([O:20][C:21]([CH3:24])([CH3:23])[CH3:22])=[O:19])[CH2:14][CH2:13]3)=[N:7][CH:8]=[N:9]2)=[CH:4][C:3]=1[O:25][CH3:26].C([O-])([O-])=O.[Cs+].[Cs+].[Cl:33][CH:34](OS(C1C=CC(C)=CC=1)(=O)=O)[CH3:35]. (3) Given the product [NH2:8][C:4]1[CH:3]=[C:2]([CH:7]=[CH:6][N:5]=1)[C:10]#[N:11], predict the reactants needed to synthesize it. The reactants are: Br[C:2]1[CH:7]=[CH:6][N:5]=[C:4]([NH2:8])[CH:3]=1.O.[CH3:10][N:11](C=O)C. (4) Given the product [O:4]1[CH2:5][CH2:6][N:1]([C:14]2[N:19]=[C:18]([O:20][C:21]3[CH:50]=[CH:49][CH:48]=[CH:47][C:22]=3[CH2:23][NH:24][C:25]([NH:27][C:28]3[N:32]([C:33]4[CH:38]=[CH:37][CH:36]=[C:35]([S:39]([CH3:42])(=[O:40])=[O:41])[CH:34]=4)[N:31]=[C:30]([C:43]([CH3:44])([CH3:45])[CH3:46])[CH:29]=3)=[O:26])[CH:17]=[CH:16][N:15]=2)[CH2:2][CH2:3]1, predict the reactants needed to synthesize it. The reactants are: [NH:1]1[CH2:6][CH2:5][O:4][CH2:3][CH2:2]1.C(=O)([O-])[O-].[Na+].[Na+].Cl[C:14]1[N:19]=[C:18]([O:20][C:21]2[CH:50]=[CH:49][CH:48]=[CH:47][C:22]=2[CH2:23][NH:24][C:25]([NH:27][C:28]2[N:32]([C:33]3[CH:38]=[CH:37][CH:36]=[C:35]([S:39]([CH3:42])(=[O:41])=[O:40])[CH:34]=3)[N:31]=[C:30]([C:43]([CH3:46])([CH3:45])[CH3:44])[CH:29]=2)=[O:26])[CH:17]=[CH:16][N:15]=1.